Predict the reactants needed to synthesize the given product. From a dataset of Full USPTO retrosynthesis dataset with 1.9M reactions from patents (1976-2016). (1) Given the product [CH3:49][N:51]([CH3:52])[C:34](=[O:35])[CH2:33][CH:30]1[S:29][C:28]([C:16]2[NH:17][C:18]3[C:14]([CH:15]=2)=[CH:13][C:12]([O:11][C:8]2[CH:9]=[N:10][C:5]([S:2]([CH3:1])(=[O:3])=[O:4])=[CH:6][CH:7]=2)=[CH:20][C:19]=3[O:21][CH:22]2[CH2:23][CH2:24][O:25][CH2:26][CH2:27]2)=[N:32][CH2:31]1, predict the reactants needed to synthesize it. The reactants are: [CH3:1][S:2]([C:5]1[N:10]=[CH:9][C:8]([O:11][C:12]2[CH:13]=[C:14]3[C:18](=[C:19]([O:21][CH:22]4[CH2:27][CH2:26][O:25][CH2:24][CH2:23]4)[CH:20]=2)[NH:17][C:16]([C:28]2[S:29][CH:30]([CH2:33][C:34](O)=[O:35])[CH2:31][N:32]=2)=[CH:15]3)=[CH:7][CH:6]=1)(=[O:4])=[O:3].O.ON1C2C=CC=CC=2N=N1.Cl.[CH2:49]([N:51]=[C:52]=NCCCN(C)C)C.O1CCCC1.CNC. (2) Given the product [F:27][C:21]1[CH:22]=[C:23]([CH3:26])[CH:24]=[CH:25][C:20]=1[C:17]1[N:16]=[N:15][C:14]([O:10][CH:4]2[CH:5]3[CH2:9][N:1]([CH2:8][CH2:7][CH2:6]3)[CH2:2][CH2:3]2)=[CH:19][CH:18]=1, predict the reactants needed to synthesize it. The reactants are: [N:1]12[CH2:9][CH:5]([CH2:6][CH2:7][CH2:8]1)[CH:4]([OH:10])[CH2:3][CH2:2]2.[H-].[Na+].Cl[C:14]1[N:15]=[N:16][C:17]([C:20]2[CH:25]=[CH:24][C:23]([CH3:26])=[CH:22][C:21]=2[F:27])=[CH:18][CH:19]=1. (3) Given the product [CH3:26][N:10]1[C@:11]2([CH2:25][C:16]3=[N:17][CH:18]=[C:19]([C:21]([O:23][CH3:24])=[O:22])[CH:20]=[C:15]3[CH2:14]2)[C:12](=[O:13])[NH:8][C:9]1=[O:27], predict the reactants needed to synthesize it. The reactants are: COC1C=CC(C[N:8]2[C:12](=[O:13])[C@@:11]3([CH2:25][C:16]4=[N:17][CH:18]=[C:19]([C:21]([O:23][CH3:24])=[O:22])[CH:20]=[C:15]4[CH2:14]3)[N:10]([CH3:26])[C:9]2=[O:27])=CC=1. (4) Given the product [ClH:40].[ClH:40].[NH2:7][CH2:8][CH2:9][N:10]1[C:18]2[C:17]([NH:19][C:20]3[CH:25]=[CH:24][C:23]([O:26][C:27]4[CH:32]=[CH:31][CH:30]=[C:29]([O:33][CH2:34][CH:35]([CH3:36])[CH3:37])[CH:28]=4)=[C:22]([CH3:38])[CH:21]=3)=[N:16][CH:15]=[N:14][C:13]=2[CH:12]=[CH:11]1, predict the reactants needed to synthesize it. The reactants are: C(OC(=O)[NH:7][CH2:8][CH2:9][N:10]1[C:18]2[C:17]([NH:19][C:20]3[CH:25]=[CH:24][C:23]([O:26][C:27]4[CH:32]=[CH:31][CH:30]=[C:29]([O:33][CH2:34][CH:35]([CH3:37])[CH3:36])[CH:28]=4)=[C:22]([CH3:38])[CH:21]=3)=[N:16][CH:15]=[N:14][C:13]=2[CH:12]=[CH:11]1)(C)(C)C.[ClH:40]. (5) Given the product [CH2:50]([O:49][C:28]1[CH:27]=[C:22]([CH:21]=[C:20]([O:19][CH2:1][CH2:2][CH2:3][CH2:4][CH2:5][CH2:6][CH2:7][CH2:8][CH2:9][CH2:10][CH2:11][CH2:12][CH2:13][CH2:14][CH2:15][CH2:16][CH2:17][CH3:18])[C:29]=1[O:30][CH2:31][CH2:32][CH2:33][CH2:34][CH2:35][CH2:36][CH2:37][CH2:38][CH2:39][CH2:40][CH2:41][CH2:42][CH2:43][CH2:44][CH2:45][CH2:46][CH2:47][CH3:48])[CH2:23][NH2:24])[CH2:51][CH2:52][CH2:53][CH2:54][CH2:55][CH2:56][CH2:57][CH2:58][CH2:59][CH2:60][CH2:61][CH2:62][CH2:63][CH2:64][CH2:65][CH2:66][CH3:67], predict the reactants needed to synthesize it. The reactants are: [CH2:1]([O:19][C:20]1[CH:21]=[C:22]([CH:27]=[C:28]([O:49][CH2:50][CH2:51][CH2:52][CH2:53][CH2:54][CH2:55][CH2:56][CH2:57][CH2:58][CH2:59][CH2:60][CH2:61][CH2:62][CH2:63][CH2:64][CH2:65][CH2:66][CH3:67])[C:29]=1[O:30][CH2:31][CH2:32][CH2:33][CH2:34][CH2:35][CH2:36][CH2:37][CH2:38][CH2:39][CH2:40][CH2:41][CH2:42][CH2:43][CH2:44][CH2:45][CH2:46][CH2:47][CH3:48])[CH2:23][N:24]=[N+]=[N-])[CH2:2][CH2:3][CH2:4][CH2:5][CH2:6][CH2:7][CH2:8][CH2:9][CH2:10][CH2:11][CH2:12][CH2:13][CH2:14][CH2:15][CH2:16][CH2:17][CH3:18].[H-].[Al+3].[Li+].[H-].[H-].[H-]. (6) Given the product [C:9]([C:8]1[CH:15]=[CH:16][C:5]([B:27]([OH:28])[OH:26])=[C:6]([F:17])[CH:7]=1)(=[O:10])[CH3:18], predict the reactants needed to synthesize it. The reactants are: C[Mg]Cl.Br[C:5]1[CH:16]=[CH:15][C:8]([C:9](N(OC)C)=[O:10])=[CH:7][C:6]=1[F:17].[CH2:18]([Li])CCC.C([O:26][B:27](OC(C)C)[O:28]C(C)C)(C)C.Cl. (7) Given the product [F:31][C:28]1[CH:29]=[CH:30][C:25]([O:24][C:23]2[CH:32]=[CH:33][C:20]([B:10]3[O:11][C:12]([CH3:17])([CH3:18])[C:13]([CH3:15])([CH3:16])[O:14]3)=[C:21]([O:34][CH3:35])[CH:22]=2)=[N:26][CH:27]=1, predict the reactants needed to synthesize it. The reactants are: [B:10]1([B:10]2[O:14][C:13]([CH3:16])([CH3:15])[C:12]([CH3:18])([CH3:17])[O:11]2)[O:14][C:13]([CH3:16])([CH3:15])[C:12]([CH3:18])([CH3:17])[O:11]1.Br[C:20]1[CH:33]=[CH:32][C:23]([O:24][C:25]2[CH:30]=[CH:29][C:28]([F:31])=[CH:27][N:26]=2)=[CH:22][C:21]=1[O:34][CH3:35].C([O-])(=O)C.[K+]. (8) Given the product [CH3:67][O:66][C:63]([C:64]1[C:6]2[CH2:7][CH:8]([C:16]3[CH:17]=[CH:18][C:19]([O:22][CH3:23])=[CH:20][CH:21]=3)[CH:9]3[CH2:15][CH2:14][CH2:13][CH:10]3[C:11]=2[CH:12]=[C:3]([O:2][CH3:1])[CH:4]=1)=[O:65], predict the reactants needed to synthesize it. The reactants are: [CH3:1][O:2][C:3]1[CH:12]=[C:11]2[C:6]([CH2:7][CH:8]([C:16]3[CH:21]=[CH:20][C:19]([O:22][CH3:23])=[CH:18][CH:17]=3)[CH:9]3[CH2:15][CH2:14][CH2:13][CH:10]32)=C(OS(C(F)(F)F)(=O)=O)[CH:4]=1.C1(P(C2C=CC=CC=2)CCCP(C2C=CC=CC=2)C2C=CC=CC=2)C=CC=CC=1.CO.[C:63]([O:66][CH2:67]C)(=[O:65])[CH3:64]. (9) Given the product [O:34]=[C:23]1[C:22]2[CH:21]=[C:20]([C:18]3[CH:17]=[CH:16][N:15]=[C:14]([C:11]4[CH:12]=[CH:13][C:8]([C:59]([F:62])([F:61])[F:60])=[C:9]([NH:35][C:36](=[O:39])[CH:37]=[CH2:38])[CH:10]=4)[CH:19]=3)[NH:28][C:27]=2[C:26]2([CH2:33][CH2:32][CH2:31][NH:30][CH2:29]2)[CH2:25][NH:24]1, predict the reactants needed to synthesize it. The reactants are: CN1CCN([C:8]2[CH:13]=[CH:12][C:11]([C:14]3[CH:19]=[C:18]([C:20]4[NH:28][C:27]5[C:26]6([CH2:33][CH2:32][CH2:31][NH:30][CH2:29]6)[CH2:25][NH:24][C:23](=[O:34])[C:22]=5[CH:21]=4)[CH:17]=[CH:16][N:15]=3)=[CH:10][C:9]=2[NH:35][C:36](=[O:39])[CH:37]=[CH2:38])CC1.CC1(C)C(C)(C)OB(C2C=CC([C:59]([F:62])([F:61])[F:60])=C(NC(=O)C=C)C=2)O1.